Task: Predict the reactants needed to synthesize the given product.. Dataset: Full USPTO retrosynthesis dataset with 1.9M reactions from patents (1976-2016) (1) Given the product [Cl:29][C:24]1[CH:23]=[C:22]([N:19]([C:4]2[CH:3]=[C:2]([NH:1][C:39]([NH:38][C:33]3[CH:34]=[C:35]([Cl:37])[CH:36]=[C:31]([Cl:30])[CH:32]=3)=[S:40])[CH:7]=[C:6]([NH:8][C:9]3[CH:14]=[CH:13][CH:12]=[C:11]([C:15]([F:17])([F:18])[F:16])[CH:10]=3)[CH:5]=2)[CH:20]=[O:21])[CH:27]=[C:26]([Cl:28])[CH:25]=1, predict the reactants needed to synthesize it. The reactants are: [NH2:1][C:2]1[CH:3]=[C:4]([N:19]([C:22]2[CH:27]=[C:26]([Cl:28])[CH:25]=[C:24]([Cl:29])[CH:23]=2)[CH:20]=[O:21])[CH:5]=[C:6]([NH:8][C:9]2[CH:14]=[CH:13][CH:12]=[C:11]([C:15]([F:18])([F:17])[F:16])[CH:10]=2)[CH:7]=1.[Cl:30][C:31]1[CH:32]=[C:33]([N:38]=[C:39]=[S:40])[CH:34]=[C:35]([Cl:37])[CH:36]=1. (2) Given the product [CH2:46]([S:47]([N:4]([CH:1]1[CH2:3][CH2:2]1)[CH2:5][CH2:6][C@H:7]1[CH2:12][CH2:11][C@@H:10]([N:13]([CH:30]([CH3:32])[CH3:31])[C:14](=[O:29])[C:15]2[CH:20]=[CH:19][C:18]([O:21][CH3:22])=[C:17]([O:23][CH2:24][CH2:25][CH2:26][O:27][CH3:28])[CH:16]=2)[CH2:9][N:8]1[C:33]([O:35][C:36]([CH3:37])([CH3:39])[CH3:38])=[O:34])(=[O:49])=[O:48])[C:40]1[CH:45]=[CH:44][CH:43]=[CH:42][CH:41]=1, predict the reactants needed to synthesize it. The reactants are: [CH:1]1([NH:4][CH2:5][CH2:6][C@@H:7]2[CH2:12][CH2:11][C@@H:10]([N:13]([CH:30]([CH3:32])[CH3:31])[C:14](=[O:29])[C:15]3[CH:20]=[CH:19][C:18]([O:21][CH3:22])=[C:17]([O:23][CH2:24][CH2:25][CH2:26][O:27][CH3:28])[CH:16]=3)[CH2:9][N:8]2[C:33]([O:35][C:36]([CH3:39])([CH3:38])[CH3:37])=[O:34])[CH2:3][CH2:2]1.[C:40]1([CH2:46][S:47](Cl)(=[O:49])=[O:48])[CH:45]=[CH:44][CH:43]=[CH:42][CH:41]=1.C(N(CC)CC)C.C(=O)([O-])O.[Na+]. (3) Given the product [C@H:10]12[CH2:32][CH2:31][C@H:13]([NH:8][CH2:9]1)[CH2:12][N:11]2[CH2:14][C:15]1[CH:20]=[CH:19][C:18]([C@@H:21]2[O:30][C:25]3=[N:26][CH:27]=[CH:28][CH:29]=[C:24]3[O:23][CH2:22]2)=[CH:17][CH:16]=1, predict the reactants needed to synthesize it. The reactants are: C(OC([N:8]1[CH2:13][CH2:12][N:11]([CH2:14][C:15]2[CH:20]=[CH:19][C:18]([C@@H:21]3[O:30][C:25]4=[N:26][CH:27]=[CH:28][CH:29]=[C:24]4[O:23][CH2:22]3)=[CH:17][CH:16]=2)[CH2:10][CH2:9]1)=O)(C)(C)C.[C:31](OC(N1C[C@@H]2CC[C@H]1CN2)=O)(C)(C)[CH3:32].N1(CC2C=CC([C@@H]3OC4=NC=CC=C4OC3)=CC=2)CCNCC1. (4) Given the product [CH3:15][C:5]1([C:10]([O:12][CH2:13][CH3:14])=[O:11])[CH2:6][CH2:7][CH2:8][CH2:9][C:4]1=[O:3], predict the reactants needed to synthesize it. The reactants are: [H-].[Na+].[O:3]=[C:4]1[CH2:9][CH2:8][CH2:7][CH2:6][CH:5]1[C:10]([O:12][CH2:13][CH3:14])=[O:11].[CH3:15]COC(C)=O. (5) Given the product [C:27]([NH:30][NH:31][C:19](=[O:21])[CH2:18][O:17][C:7]1[CH:8]=[C:9]([CH2:10][CH2:11][C:12]([O:14][CH2:15][CH3:16])=[O:13])[N:5]([CH2:4][C:3]2[CH:22]=[CH:23][C:24]([Cl:26])=[CH:25][C:2]=2[Cl:1])[N:6]=1)(=[O:29])[CH3:28], predict the reactants needed to synthesize it. The reactants are: [Cl:1][C:2]1[CH:25]=[C:24]([Cl:26])[CH:23]=[CH:22][C:3]=1[CH2:4][N:5]1[C:9]([CH2:10][CH2:11][C:12]([O:14][CH2:15][CH3:16])=[O:13])=[CH:8][C:7]([O:17][CH2:18][C:19]([OH:21])=O)=[N:6]1.[C:27]([NH:30][NH2:31])(=[O:29])[CH3:28].